This data is from Reaction yield outcomes from USPTO patents with 853,638 reactions. The task is: Predict the reaction yield, written as a fraction of the theoretical maximum amount of product (1.0 means a 100% yield; for example, 0.34 means a 34% yield). (1) The reactants are Br[C:2]1[CH:3]=[C:4]2[C:8](=[CH:9][CH:10]=1)[N:7]([CH2:11][O:12][CH2:13][CH2:14][Si:15]([CH3:18])([CH3:17])[CH3:16])[N:6]=[C:5]2[CH:19]=[O:20].[B:21]1([B:21]2[O:25][C:24]([CH3:27])([CH3:26])[C:23]([CH3:29])([CH3:28])[O:22]2)[O:25][C:24]([CH3:27])([CH3:26])[C:23]([CH3:29])([CH3:28])[O:22]1.CC([O-])=O.[K+]. The catalyst is CN(C=O)C.C1C=CC(P(C2C=CC=CC=2)[C-]2C=CC=C2)=CC=1.C1C=CC(P(C2C=CC=CC=2)[C-]2C=CC=C2)=CC=1.Cl[Pd]Cl.[Fe+2]. The product is [CH3:28][C:23]1([CH3:29])[C:24]([CH3:27])([CH3:26])[O:25][B:21]([C:2]2[CH:3]=[C:4]3[C:8](=[CH:9][CH:10]=2)[N:7]([CH2:11][O:12][CH2:13][CH2:14][Si:15]([CH3:18])([CH3:17])[CH3:16])[N:6]=[C:5]3[CH:19]=[O:20])[O:22]1. The yield is 0.710. (2) The reactants are [Br:1][C:2]1[N:7]=[CH:6][C:5]([NH2:8])=[C:4]([NH:9][CH:10]([CH3:12])[CH3:11])[CH:3]=1.CN=C=S.F[P-](F)(F)(F)(F)F.[N:24]1(O[P+](N(C)C)(N(C)C)N(C)C)[C:28]2C=CC=C[C:27]=2N=N1.N12CCCN=C1CCCCC2. The catalyst is C(#N)C. The product is [Br:1][C:2]1[N:7]=[CH:6][C:5]2[N:8]=[C:27]([CH2:28][NH2:24])[N:9]([CH:10]([CH3:12])[CH3:11])[C:4]=2[CH:3]=1. The yield is 0.920. (3) The reactants are C1C=CC(P(C2C(C3C(P(C4C=CC=CC=4)C4C=CC=CC=4)=CC=C4C=3C=CC=C4)=C3C(C=CC=C3)=CC=2)C2C=CC=CC=2)=CC=1.Br[C:48]1[CH:49]=[C:50]([CH:53]=[CH:54][CH:55]=1)[CH2:51][OH:52].[NH2:56][C:57]1[CH:62]=[CH:61][CH:60]=[CH:59][CH:58]=1.C(=O)([O-])[O-].[Cs+].[Cs+]. The catalyst is C1(C)C=CC=CC=1.CCOCC.C([O-])(=O)C.[Pd+2].C([O-])(=O)C. The product is [C:57]1([NH:56][C:48]2[CH:49]=[C:50]([CH2:51][OH:52])[CH:53]=[CH:54][CH:55]=2)[CH:62]=[CH:61][CH:60]=[CH:59][CH:58]=1. The yield is 0.320.